Dataset: NCI-60 drug combinations with 297,098 pairs across 59 cell lines. Task: Regression. Given two drug SMILES strings and cell line genomic features, predict the synergy score measuring deviation from expected non-interaction effect. (1) Drug 1: CC1=CC=C(C=C1)C2=CC(=NN2C3=CC=C(C=C3)S(=O)(=O)N)C(F)(F)F. Drug 2: CC12CCC3C(C1CCC2O)C(CC4=C3C=CC(=C4)O)CCCCCCCCCS(=O)CCCC(C(F)(F)F)(F)F. Cell line: ACHN. Synergy scores: CSS=-1.98, Synergy_ZIP=3.53, Synergy_Bliss=5.25, Synergy_Loewe=-3.11, Synergy_HSA=-2.09. (2) Drug 1: CC(CN1CC(=O)NC(=O)C1)N2CC(=O)NC(=O)C2. Drug 2: C1=NC2=C(N=C(N=C2N1C3C(C(C(O3)CO)O)O)F)N. Cell line: UACC-257. Synergy scores: CSS=-1.41, Synergy_ZIP=-0.741, Synergy_Bliss=-4.18, Synergy_Loewe=-5.90, Synergy_HSA=-5.97. (3) Drug 1: C1=C(C(=O)NC(=O)N1)N(CCCl)CCCl. Synergy scores: CSS=18.5, Synergy_ZIP=1.60, Synergy_Bliss=6.71, Synergy_Loewe=3.96, Synergy_HSA=4.22. Drug 2: CC1=C(C(=O)C2=C(C1=O)N3CC4C(C3(C2COC(=O)N)OC)N4)N. Cell line: RXF 393. (4) Drug 1: CC1=C(C=C(C=C1)NC(=O)C2=CC=C(C=C2)CN3CCN(CC3)C)NC4=NC=CC(=N4)C5=CN=CC=C5. Drug 2: C1=NC2=C(N=C(N=C2N1C3C(C(C(O3)CO)O)F)Cl)N. Cell line: OVCAR3. Synergy scores: CSS=-5.79, Synergy_ZIP=-1.25, Synergy_Bliss=-7.68, Synergy_Loewe=-11.1, Synergy_HSA=-12.5. (5) Synergy scores: CSS=15.2, Synergy_ZIP=-0.335, Synergy_Bliss=-0.848, Synergy_Loewe=-10.9, Synergy_HSA=0.245. Cell line: PC-3. Drug 2: C1CN(P(=O)(OC1)NCCCl)CCCl. Drug 1: C1=CN(C(=O)N=C1N)C2C(C(C(O2)CO)O)O.Cl. (6) Drug 1: CC1=C2C(C(=O)C3(C(CC4C(C3C(C(C2(C)C)(CC1OC(=O)C(C(C5=CC=CC=C5)NC(=O)C6=CC=CC=C6)O)O)OC(=O)C7=CC=CC=C7)(CO4)OC(=O)C)O)C)OC(=O)C. Drug 2: C(CN)CNCCSP(=O)(O)O. Cell line: NCI-H522. Synergy scores: CSS=11.8, Synergy_ZIP=-2.31, Synergy_Bliss=-3.25, Synergy_Loewe=-55.0, Synergy_HSA=-3.43. (7) Drug 1: CN(C)C1=NC(=NC(=N1)N(C)C)N(C)C. Drug 2: CC1CCCC2(C(O2)CC(NC(=O)CC(C(C(=O)C(C1O)C)(C)C)O)C(=CC3=CSC(=N3)C)C)C. Cell line: MALME-3M. Synergy scores: CSS=-7.66, Synergy_ZIP=2.06, Synergy_Bliss=-0.658, Synergy_Loewe=-13.5, Synergy_HSA=-6.86. (8) Drug 1: CN(C)C1=NC(=NC(=N1)N(C)C)N(C)C. Drug 2: CC1C(C(=O)NC(C(=O)N2CCCC2C(=O)N(CC(=O)N(C(C(=O)O1)C(C)C)C)C)C(C)C)NC(=O)C3=C4C(=C(C=C3)C)OC5=C(C(=O)C(=C(C5=N4)C(=O)NC6C(OC(=O)C(N(C(=O)CN(C(=O)C7CCCN7C(=O)C(NC6=O)C(C)C)C)C)C(C)C)C)N)C. Cell line: NCI-H226. Synergy scores: CSS=3.11, Synergy_ZIP=1.66, Synergy_Bliss=8.34, Synergy_Loewe=6.07, Synergy_HSA=5.83. (9) Drug 1: C1=NC2=C(N=C(N=C2N1C3C(C(C(O3)CO)O)O)F)N. Drug 2: CC1C(C(CC(O1)OC2CC(CC3=C2C(=C4C(=C3O)C(=O)C5=C(C4=O)C(=CC=C5)OC)O)(C(=O)CO)O)N)O.Cl. Cell line: SNB-75. Synergy scores: CSS=1.85, Synergy_ZIP=-2.87, Synergy_Bliss=-0.225, Synergy_Loewe=-14.1, Synergy_HSA=-1.57. (10) Drug 1: C1=CN(C=N1)CC(O)(P(=O)(O)O)P(=O)(O)O. Drug 2: C#CCC(CC1=CN=C2C(=N1)C(=NC(=N2)N)N)C3=CC=C(C=C3)C(=O)NC(CCC(=O)O)C(=O)O. Cell line: A549. Synergy scores: CSS=-1.87, Synergy_ZIP=0.267, Synergy_Bliss=-1.86, Synergy_Loewe=-3.27, Synergy_HSA=-3.48.